From a dataset of Full USPTO retrosynthesis dataset with 1.9M reactions from patents (1976-2016). Predict the reactants needed to synthesize the given product. (1) The reactants are: Br[C:2]1[S:6][C:5]([N:7]2[CH2:13][CH2:12][CH2:11][NH:10][C:9](=[O:14])[CH2:8]2)=[N:4][CH:3]=1.[NH2:15][C:16]1[CH:17]=[C:18](B(O)O)[CH:19]=[C:20]([N+:22]([O-:24])=[O:23])[CH:21]=1.C(=O)([O-])[O-].[Na+].[Na+]. Given the product [NH2:15][C:16]1[CH:17]=[C:18]([C:2]2[S:6][C:5]([N:7]3[CH2:13][CH2:12][CH2:11][NH:10][C:9](=[O:14])[CH2:8]3)=[N:4][CH:3]=2)[CH:19]=[C:20]([N+:22]([O-:24])=[O:23])[CH:21]=1, predict the reactants needed to synthesize it. (2) Given the product [CH2:1]([N:8]1[CH:12]=[C:11]([C:13]([OH:15])=[O:14])[C:10]([O:18][CH2:19][C:20]2[CH:25]=[CH:24][C:23]([O:26][CH2:27][C:28]3[N:29]=[C:30]([C:34]4[O:35][CH:36]=[CH:37][CH:38]=4)[O:31][C:32]=3[CH3:33])=[C:22]([C:39]3[CH:44]=[CH:43][CH:42]=[CH:41][CH:40]=3)[CH:21]=2)=[N:9]1)[C:2]1[CH:3]=[CH:4][CH:5]=[CH:6][CH:7]=1, predict the reactants needed to synthesize it. The reactants are: [CH2:1]([N:8]1[CH:12]=[C:11]([C:13]([O:15]CC)=[O:14])[C:10]([O:18][CH2:19][C:20]2[CH:25]=[CH:24][C:23]([O:26][CH2:27][C:28]3[N:29]=[C:30]([C:34]4[O:35][CH:36]=[CH:37][CH:38]=4)[O:31][C:32]=3[CH3:33])=[C:22]([C:39]3[CH:44]=[CH:43][CH:42]=[CH:41][CH:40]=3)[CH:21]=2)=[N:9]1)[C:2]1[CH:7]=[CH:6][CH:5]=[CH:4][CH:3]=1.O1CCCC1.[OH-].[Na+].Cl. (3) Given the product [CH3:13][C@@H:12]([O:1][C:2]1[CH:3]=[C:4]([CH:9]=[CH:10][CH:11]=1)[C:5]([O:7][CH3:8])=[O:6])[CH2:14][CH3:15], predict the reactants needed to synthesize it. The reactants are: [OH:1][C:2]1[CH:3]=[C:4]([CH:9]=[CH:10][CH:11]=1)[C:5]([O:7][CH3:8])=[O:6].[C@@H:12](O)([CH2:14][CH3:15])[CH3:13].C1(P(C2C=CC=CC=2)C2C=CC=CC=2)C=CC=CC=1.CC(OC(/N=N/C(OC(C)C)=O)=O)C. (4) Given the product [CH2:1]([O:3][CH:4]1[CH2:9][CH2:8][C:7]([N:11]2[CH2:16][CH2:15][CH:14]([NH:18][C:19]3[CH:24]=[C:23]([CH3:25])[CH:22]=[CH:21][C:20]=3/[CH:26]=[CH:27]/[C:28]([O:30][CH2:31][CH3:32])=[O:29])[CH2:13][CH2:12]2)([CH3:10])[CH2:6][CH2:5]1)[CH3:2], predict the reactants needed to synthesize it. The reactants are: [CH2:1]([O:3][CH:4]1[CH2:9][CH2:8][C:7]([N:11]2[CH2:16][CH2:15][C:14](=O)[CH2:13][CH2:12]2)([CH3:10])[CH2:6][CH2:5]1)[CH3:2].[NH2:18][C:19]1[CH:24]=[C:23]([CH3:25])[CH:22]=[CH:21][C:20]=1/[CH:26]=[CH:27]/[C:28]([O:30][CH2:31][CH3:32])=[O:29].C(O[BH-](OC(=O)C)OC(=O)C)(=O)C.[Na+]. (5) The reactants are: [Cl:1][C:2]1[CH:22]=[CH:21][CH:20]=[CH:19][C:3]=1[C:4]([NH:6][C:7]1[CH:11]=[CH:10][N:9]([C:12]2[CH:17]=[CH:16][CH:15]=[CH:14][C:13]=2[Cl:18])[N:8]=1)=[O:5].[H-].[Na+].I[CH3:26]. Given the product [Cl:1][C:2]1[CH:22]=[CH:21][CH:20]=[CH:19][C:3]=1[C:4]([N:6]([C:7]1[CH:11]=[CH:10][N:9]([C:12]2[CH:17]=[CH:16][CH:15]=[CH:14][C:13]=2[Cl:18])[N:8]=1)[CH3:26])=[O:5], predict the reactants needed to synthesize it.